Dataset: Catalyst prediction with 721,799 reactions and 888 catalyst types from USPTO. Task: Predict which catalyst facilitates the given reaction. (1) Reactant: [Cl:1][C:2]1[N:7]=[C:6](Cl)[C:5]([C:9]([O:11][CH2:12][CH3:13])=[O:10])=[CH:4][N:3]=1.[CH3:14][N:15]1[C:23]2[CH:22]=[CH:21][CH:20]=[C:19]([NH2:24])[C:18]=2[CH:17]=[CH:16]1.CCN(C(C)C)C(C)C.O. Product: [Cl:1][C:2]1[N:7]=[C:6]([NH:24][C:19]2[CH:20]=[CH:21][CH:22]=[C:23]3[C:18]=2[CH:17]=[CH:16][N:15]3[CH3:14])[C:5]([C:9]([O:11][CH2:12][CH3:13])=[O:10])=[CH:4][N:3]=1. The catalyst class is: 23. (2) Reactant: [CH2:1]([NH:8][C:9]([C:11]1[CH:12]=[C:13]([C:17]2[CH:22]=[CH:21][C:20]([CH:23]=[C:24]3[S:28][C:27](=[O:29])[NH:26][C:25]3=[O:30])=[CH:19][CH:18]=2)[CH:14]=[CH:15][CH:16]=1)=[O:10])[C:2]1[CH:7]=[CH:6][CH:5]=[CH:4][CH:3]=1. Product: [CH2:1]([NH:8][C:9]([C:11]1[CH:12]=[C:13]([C:17]2[CH:22]=[CH:21][C:20]([CH2:23][CH:24]3[S:28][C:27](=[O:29])[NH:26][C:25]3=[O:30])=[CH:19][CH:18]=2)[CH:14]=[CH:15][CH:16]=1)=[O:10])[C:2]1[CH:7]=[CH:6][CH:5]=[CH:4][CH:3]=1. The catalyst class is: 9. (3) Reactant: [H-].[Na+].C1(O)CCC1.FC1C=CC([N+]([O-])=O)=C([C:15]2[CH:16]=[C:17]([CH:31]=[CH:32][N:33]=2)[C:18]([NH:20][C@@H]2C3C(=CC=CC=3)CCC2)=[O:19])C=1. Product: [C:18]([NH2:20])(=[O:19])[C:17]1[CH:31]=[CH:32][N:33]=[CH:15][CH:16]=1. The catalyst class is: 9. (4) Reactant: [N+:1]([C:4]1[S:8][C:7]([S:9]([N:12]2[CH2:17][CH2:16][NH:15][C@@H:14]([CH2:18][N:19]([CH2:24][CH:25]([CH3:27])[CH3:26])[S:20]([CH3:23])(=[O:22])=[O:21])[CH2:13]2)(=[O:11])=[O:10])=[CH:6][CH:5]=1)([O-:3])=[O:2].Cl[C:29]1[N:34]=[CH:33][C:32]([C:35]([OH:44])([C:40]([F:43])([F:42])[F:41])[C:36]([F:39])([F:38])[F:37])=[CH:31][N:30]=1.CCN(C(C)C)C(C)C. Product: [N+:1]([C:4]1[S:8][C:7]([S:9]([N:12]2[CH2:17][CH2:16][N:15]([C:29]3[N:30]=[CH:31][C:32]([C:35]([OH:44])([C:36]([F:37])([F:38])[F:39])[C:40]([F:42])([F:43])[F:41])=[CH:33][N:34]=3)[C@@H:14]([CH2:18][N:19]([CH2:24][CH:25]([CH3:27])[CH3:26])[S:20]([CH3:23])(=[O:22])=[O:21])[CH2:13]2)(=[O:11])=[O:10])=[CH:6][CH:5]=1)([O-:3])=[O:2]. The catalyst class is: 12. (5) Reactant: [NH2:1][C:2]1[CH:7]=[CH:6][C:5]([CH2:8][O:9][C:10](=[O:15])[C:11]([CH3:14])([CH3:13])[CH3:12])=[CH:4][C:3]=1[NH:16][C:17]1[S:21][C:20]([C:22]([O:24][CH3:25])=[O:23])=[C:19]([O:26][C@@H:27]([C:29]2[CH:34]=[CH:33][CH:32]=[CH:31][C:30]=2[C:35]([F:38])([F:37])[F:36])[CH3:28])[CH:18]=1.[CH2:39](OC(OCC)OCC)C.C1(C)C=CC(S([O-])(=O)=O)=CC=1.[NH+]1C=CC=CC=1. Product: [CH3:14][C:11]([CH3:12])([CH3:13])[C:10]([O:9][CH2:8][C:5]1[CH:6]=[CH:7][C:2]2[N:1]=[CH:39][N:16]([C:17]3[S:21][C:20]([C:22]([O:24][CH3:25])=[O:23])=[C:19]([O:26][C@@H:27]([C:29]4[CH:34]=[CH:33][CH:32]=[CH:31][C:30]=4[C:35]([F:38])([F:36])[F:37])[CH3:28])[CH:18]=3)[C:3]=2[CH:4]=1)=[O:15]. The catalyst class is: 2. (6) Reactant: [CH2:1]([O:8][C:9]([NH:11][CH:12]1[C:18](=[O:19])[NH:17][C:16]2[CH:20]=[CH:21][C:22]([N:24]3[CH2:28][C@H:27]([CH2:29]OS(C)(=O)=O)[O:26][C:25]3=[O:35])=[CH:23][C:15]=2[CH2:14][CH2:13]1)=[O:10])[C:2]1[CH:7]=[CH:6][CH:5]=[CH:4][CH:3]=1.[N-:36]=[N+:37]=[N-:38].[Na+]. Product: [CH2:1]([O:8][C:9](=[O:10])[NH:11][C@H:12]1[C:18](=[O:19])[NH:17][C:16]2[CH:20]=[CH:21][C:22]([N:24]3[CH2:28][CH:27]([CH2:29][N:36]=[N+:37]=[N-:38])[O:26][C:25]3=[O:35])=[CH:23][C:15]=2[CH2:14][CH2:13]1)[C:2]1[CH:7]=[CH:6][CH:5]=[CH:4][CH:3]=1. The catalyst class is: 42.